This data is from Reaction yield outcomes from USPTO patents with 853,638 reactions. The task is: Predict the reaction yield, written as a fraction of the theoretical maximum amount of product (1.0 means a 100% yield; for example, 0.34 means a 34% yield). (1) The reactants are [NH2:1][C:2]1[CH:7]=[CH:6][C:5]([N:8]2[CH2:13][CH2:12][N:11]([C:14](=[O:16])[CH3:15])[CH2:10][CH2:9]2)=[CH:4][C:3]=1[O:17][CH3:18].[CH:19](OC)=[O:20]. No catalyst specified. The product is [C:14]([N:11]1[CH2:12][CH2:13][N:8]([C:5]2[CH:6]=[CH:7][C:2]([NH:1][CH:19]=[O:20])=[C:3]([O:17][CH3:18])[CH:4]=2)[CH2:9][CH2:10]1)(=[O:16])[CH3:15]. The yield is 0.760. (2) The reactants are [Cl:1][C:2]1[N:7]=[N:6][C:5]([C:8]([F:15])([F:14])[C:9]([O:11]CC)=O)=[CH:4][CH:3]=1.[Br:16][C:17]1[CH:18]=[CH:19][C:20]([NH:23][NH2:24])=[N:21][CH:22]=1.CCN(C(C)C)C(C)C. The catalyst is CO. The product is [Br:16][C:17]1[CH:18]=[CH:19][C:20]([NH:23][NH:24][C:9](=[O:11])[C:8]([C:5]2[N:6]=[N:7][C:2]([Cl:1])=[CH:3][CH:4]=2)([F:14])[F:15])=[N:21][CH:22]=1. The yield is 0.770. (3) The reactants are [C:1]12([CH2:11][CH2:12][NH:13][CH2:14][CH2:15][CH2:16][NH:17][CH2:18][CH2:19][CH2:20][C:21]3[CH:26]=[CH:25][N:24]=[CH:23][CH:22]=3)[CH2:10][CH:5]3[CH2:6][CH:7]([CH2:9][CH:3]([CH2:4]3)[CH2:2]1)[CH2:8]2.[C:27](N1C=CN=C1)(N1C=CN=C1)=[O:28]. The catalyst is C(Cl)Cl. The product is [C:1]12([CH2:11][CH2:12][N:13]3[CH2:14][CH2:15][CH2:16][N:17]([CH2:18][CH2:19][CH2:20][C:21]4[CH:22]=[CH:23][N:24]=[CH:25][CH:26]=4)[C:27]3=[O:28])[CH2:2][CH:3]3[CH2:4][CH:5]([CH2:6][CH:7]([CH2:9]3)[CH2:8]1)[CH2:10]2. The yield is 0.0940. (4) The reactants are C([O:3][C:4](=[O:36])[C@@H:5]([O:33][CH2:34][CH3:35])[CH2:6][C:7]1[CH:12]=[CH:11][C:10]([O:13][CH2:14][CH2:15][C:16]2[CH:21]=[CH:20][C:19]([NH:22][C:23]([O:25][CH2:26][C:27]3[CH:32]=[CH:31][CH:30]=[CH:29][CH:28]=3)=[O:24])=[CH:18][CH:17]=2)=[CH:9][CH:8]=1)C.[OH-].[Li+].Cl. The catalyst is O1CCCC1.O. The product is [CH2:26]([O:25][C:23]([NH:22][C:19]1[CH:20]=[CH:21][C:16]([CH2:15][CH2:14][O:13][C:10]2[CH:9]=[CH:8][C:7]([CH2:6][C@H:5]([O:33][CH2:34][CH3:35])[C:4]([OH:36])=[O:3])=[CH:12][CH:11]=2)=[CH:17][CH:18]=1)=[O:24])[C:27]1[CH:32]=[CH:31][CH:30]=[CH:29][CH:28]=1. The yield is 0.928. (5) The reactants are Br[C:2]1[CH:20]=[CH:19][C:5]([CH2:6][N:7]2[CH:11]=[C:10]([C:12]3[C:13]([NH2:18])=[N:14][CH:15]=[CH:16][CH:17]=3)[CH:9]=[N:8]2)=[CH:4][CH:3]=1.O1[CH2:26][CH2:25][O:24][CH2:23]C1.C(=O)([O-])[O-].[Cs+].[Cs+].[C:33]1(P(C2C=CC=CC=2)C2C=CC3C(=CC=CC=3)C=2C2C3C(=CC=CC=3)C=CC=2P(C2C=CC=CC=2)C2C=CC=CC=2)C=CC=C[CH:34]=1. The catalyst is C([O-])(=O)C.[Pd+2].C([O-])(=O)C.C(OCC)(=O)C.O. The product is [CH:26]1([CH2:25][O:24][CH2:23][C:2]2[CH:20]=[CH:19][C:5]([CH2:6][N:7]3[CH:11]=[C:10]([C:12]4[C:13]([NH2:18])=[N:14][CH:15]=[CH:16][CH:17]=4)[CH:9]=[N:8]3)=[CH:4][CH:3]=2)[CH2:34][CH2:33]1. The yield is 0.0660. (6) The reactants are [C:1]([O:5][C:6]([NH:8][C:9]1[CH:14]=[CH:13][C:12]([N+:15]([O-])=O)=[CH:11][N:10]=1)=[O:7])([CH3:4])([CH3:3])[CH3:2]. The product is [NH2:15][C:12]1[CH:13]=[CH:14][C:9]([NH:8][C:6]([O:5][C:1]([CH3:4])([CH3:3])[CH3:2])=[O:7])=[N:10][CH:11]=1. The catalyst is CO.C(OCC)(=O)C.[Pd]. The yield is 0.970. (7) The reactants are [Cl:1][C:2]1[CH:19]=[CH:18][C:5]([C:6]([NH:8][C:9](=O)[CH2:10][C:11]2[CH:16]=[CH:15][CH:14]=[CH:13][CH:12]=2)=S)=[CH:4][CH:3]=1.C([O-])(=O)C.[Na+].C(O)(=O)C.O1CCOCC1.[NH:35]([C:37]1[N:42]=[C:41]([C:43]2[CH:48]=[CH:47][CH:46]=[CH:45][N:44]=2)[N:40]=[C:39]([NH2:49])[N:38]=1)[NH2:36]. The catalyst is O. The product is [CH2:10]([C:9]1[N:35]([C:37]2[N:42]=[C:41]([C:43]3[CH:48]=[CH:47][CH:46]=[CH:45][N:44]=3)[N:40]=[C:39]([NH2:49])[N:38]=2)[N:36]=[C:6]([C:5]2[CH:18]=[CH:19][C:2]([Cl:1])=[CH:3][CH:4]=2)[N:8]=1)[C:11]1[CH:16]=[CH:15][CH:14]=[CH:13][CH:12]=1. The yield is 0.600.